This data is from Full USPTO retrosynthesis dataset with 1.9M reactions from patents (1976-2016). The task is: Predict the reactants needed to synthesize the given product. (1) Given the product [Br:1][C:2]1[CH:8]=[CH:7][C:6]([Br:9])=[CH:5][C:3]=1[I:14], predict the reactants needed to synthesize it. The reactants are: [Br:1][C:2]1[CH:8]=[CH:7][C:6]([Br:9])=[CH:5][C:3]=1N.N([O-])=O.[Na+].[I-:14].[K+].S([O-])(O)=O.[Na+]. (2) The reactants are: C[O:2][C:3](=[O:33])[CH2:4][N:5]1[C:13]2[C:8](=[CH:9][C:10]([F:14])=[CH:11][CH:12]=2)[C:7]([CH2:15][C:16]2[C:21]([S:22]([C:25]3[CH:30]=[CH:29][C:28]([F:31])=[CH:27][CH:26]=3)(=[O:24])=[O:23])=[CH:20][CH:19]=[CH:18][N:17]=2)=[C:6]1[CH3:32].[OH-].[Li+]. Given the product [F:14][C:10]1[CH:9]=[C:8]2[C:13](=[CH:12][CH:11]=1)[N:5]([CH2:4][C:3]([OH:33])=[O:2])[C:6]([CH3:32])=[C:7]2[CH2:15][C:16]1[C:21]([S:22]([C:25]2[CH:26]=[CH:27][C:28]([F:31])=[CH:29][CH:30]=2)(=[O:24])=[O:23])=[CH:20][CH:19]=[CH:18][N:17]=1, predict the reactants needed to synthesize it. (3) The reactants are: [CH3:1][N:2]([CH2:13][C:14]1[N:18]([C@H:19]2[CH2:24][CH2:23][C@H:22]([NH:25]C(=O)OC(C)(C)C)[CH2:21][CH2:20]2)[C:17]2[CH:33]=[CH:34][CH:35]=[CH:36][C:16]=2[N:15]=1)[CH:3]1[C:12]2[N:11]=[CH:10][CH:9]=[CH:8][C:7]=2[CH2:6][CH2:5][CH2:4]1.FC(F)(F)C(O)=O.ClCCl. Given the product [NH2:25][C@H:22]1[CH2:23][CH2:24][C@H:19]([N:18]2[C:17]3[CH:33]=[CH:34][CH:35]=[CH:36][C:16]=3[N:15]=[C:14]2[CH2:13][N:2]([CH3:1])[CH:3]2[C:12]3[N:11]=[CH:10][CH:9]=[CH:8][C:7]=3[CH2:6][CH2:5][CH2:4]2)[CH2:20][CH2:21]1, predict the reactants needed to synthesize it. (4) Given the product [F:17][C:18]1[CH:23]=[CH:22][C:21]([CH2:24][CH:40]([CH:39]([C:3]([O:5][CH3:6])=[O:4])[C:37]([O:36][CH3:35])=[O:38])[C:30]2[CH:29]=[CH:28][CH:33]=[CH:32][CH:31]=2)=[C:20]([N+:25]([O-:27])=[O:26])[CH:19]=1, predict the reactants needed to synthesize it. The reactants are: C1(=O)O[CH:6](C2C=CC=CC=2)[O:5][C:3](=[O:4])C1.[H-].[Na+].[F:17][C:18]1[CH:23]=[CH:22][C:21]([CH3:24])=[C:20]([N+:25]([O-:27])=[O:26])[CH:19]=1.[CH3:28][CH2:29][CH2:30][CH2:31][CH2:32][CH3:33].C[CH2:35][O:36][C:37]([CH3:39])=[O:38].[CH3:40]N(C=O)C.